This data is from Catalyst prediction with 721,799 reactions and 888 catalyst types from USPTO. The task is: Predict which catalyst facilitates the given reaction. (1) Reactant: [NH2:1][C:2]1[S:3][C:4]([C:8]([NH:10][CH2:11][C:12]2[CH:17]=[CH:16][CH:15]=[CH:14][CH:13]=2)=[O:9])=[C:5]([CH3:7])[N:6]=1.[C:18](N1C=CN=C1)(N1C=CN=C1)=[O:19].[CH3:30][O:31][CH:32]([O:42][CH3:43])[CH2:33][NH:34][C:35]1[CH:40]=[CH:39][C:38]([F:41])=[CH:37][CH:36]=1. Product: [CH2:11]([NH:10][C:8]([C:4]1[S:3][C:2]([NH:1][C:18]([N:34]([CH2:33][CH:32]([O:31][CH3:30])[O:42][CH3:43])[C:35]2[CH:40]=[CH:39][C:38]([F:41])=[CH:37][CH:36]=2)=[O:19])=[N:6][C:5]=1[CH3:7])=[O:9])[C:12]1[CH:17]=[CH:16][CH:15]=[CH:14][CH:13]=1. The catalyst class is: 7. (2) Product: [CH:7]([CH:10]1[CH2:15][CH2:14][NH:1][C:13](=[O:16])[CH2:12][CH2:11]1)([CH3:9])[CH3:8]. The catalyst class is: 106. Reactant: [NH2:1]OS(O)(=O)=O.[CH:7]([CH:10]1[CH2:15][CH2:14][C:13](=[O:16])[CH2:12][CH2:11]1)([CH3:9])[CH3:8].[OH-].[Na+]. (3) Reactant: Br[C:2]1[CH:7]=[N:6][C:5]([Cl:8])=[CH:4][N:3]=1.[CH3:9][C:10]([CH3:12])=[O:11]. The catalyst class is: 11. Product: [Cl:8][C:5]1[N:6]=[CH:7][C:2]([C:10]([OH:11])([CH3:12])[CH3:9])=[N:3][CH:4]=1. (4) Reactant: Br[CH2:2][CH2:3][CH2:4][CH2:5][C:6]([O:8][CH2:9][CH3:10])=[O:7].[F:11][C:12]1[CH:26]=[CH:25][C:15]([CH2:16][NH:17][C:18](=[O:24])[O:19][C:20]([CH3:23])([CH3:22])[CH3:21])=[C:14]([OH:27])[CH:13]=1.C(=O)([O-])[O-].[K+].[K+]. Product: [C:20]([O:19][C:18]([NH:17][CH2:16][C:15]1[CH:25]=[CH:26][C:12]([F:11])=[CH:13][C:14]=1[O:27][CH2:2][CH2:3][CH2:4][CH2:5][C:6]([O:8][CH2:9][CH3:10])=[O:7])=[O:24])([CH3:23])([CH3:21])[CH3:22]. The catalyst class is: 44. (5) Reactant: [H-].[Na+].[C:3]([CH:5]([CH:10]([C:21]1[CH:26]=[CH:25][CH:24]=[CH:23][C:22]=1[O:27][CH3:28])[C:11]1[C:20]2[C:15](=[CH:16][CH:17]=[CH:18][CH:19]=2)[N:14]=[CH:13][CH:12]=1)[C:6]([O:8][CH3:9])=[O:7])#[N:4].I[CH3:30].O. Product: [C:3]([C:5]([CH3:30])([CH:10]([C:21]1[CH:26]=[CH:25][CH:24]=[CH:23][C:22]=1[O:27][CH3:28])[C:11]1[C:20]2[C:15](=[CH:16][CH:17]=[CH:18][CH:19]=2)[N:14]=[CH:13][CH:12]=1)[C:6]([O:8][CH3:9])=[O:7])#[N:4]. The catalyst class is: 3. (6) Reactant: [OH:1][C:2]1[CH:7]=[CH:6][C:5]([CH:8]2[CH2:13][CH2:12][C:11](=[O:14])[CH2:10][CH2:9]2)=[CH:4][CH:3]=1.C(N(CC)CC)C.[C:22](Cl)(=[O:24])[CH3:23]. Product: [C:22]([O:1][C:2]1[CH:3]=[CH:4][C:5]([CH:8]2[CH2:9][CH2:10][C:11](=[O:14])[CH2:12][CH2:13]2)=[CH:6][CH:7]=1)(=[O:24])[CH3:23]. The catalyst class is: 2. (7) Reactant: [CH2:1]([O:3][C:4](=[O:25])[C:5]([O:12][C:13]1[CH:18]=[CH:17][C:16]([Cl:19])=[CH:15][C:14]=1[CH:20]1OCC[O:21]1)([CH2:9][CH2:10][CH3:11])[CH2:6][CH2:7][CH3:8])[CH3:2]. Product: [CH2:1]([O:3][C:4](=[O:25])[C:5]([O:12][C:13]1[CH:18]=[CH:17][C:16]([Cl:19])=[CH:15][C:14]=1[CH:20]=[O:21])([CH2:9][CH2:10][CH3:11])[CH2:6][CH2:7][CH3:8])[CH3:2]. The catalyst class is: 67. (8) Reactant: [O:1]1[CH2:6][CH2:5][CH:4]([CH2:7][N:8]2[C:16]3[C:11](=[CH:12][C:13]([C:17](O)=[O:18])=[CH:14][CH:15]=3)[C:10]([C:20]([CH:22]3[C:24]([CH3:26])([CH3:25])[C:23]3([CH3:28])[CH3:27])=[O:21])=[CH:9]2)[CH2:3][CH2:2]1.[C:29](N1C=CN=C1)([N:31]1C=CN=C1)=O.CN. Product: [CH3:29][NH:31][C:17]([C:13]1[CH:12]=[C:11]2[C:16](=[CH:15][CH:14]=1)[N:8]([CH2:7][CH:4]1[CH2:5][CH2:6][O:1][CH2:2][CH2:3]1)[CH:9]=[C:10]2[C:20]([CH:22]1[C:23]([CH3:28])([CH3:27])[C:24]1([CH3:25])[CH3:26])=[O:21])=[O:18]. The catalyst class is: 674. (9) Reactant: [OH-].[Na+].C[O:4][C:5](=[O:39])[CH2:6][C@H:7]1[CH2:12][CH2:11][C@H:10]([C:13]2[CH:18]=[CH:17][C:16]([NH:19][C:20](=[O:38])[CH2:21][CH2:22][NH:23][C:24]([C:26]3[N:27]=[C:28]([C:32]4[CH:37]=[CH:36][CH:35]=[CH:34][CH:33]=4)[O:29][C:30]=3[CH3:31])=[O:25])=[CH:15][CH:14]=2)[CH2:9][CH2:8]1. Product: [CH3:31][C:30]1[O:29][C:28]([C:32]2[CH:33]=[CH:34][CH:35]=[CH:36][CH:37]=2)=[N:27][C:26]=1[C:24]([NH:23][CH2:22][CH2:21][C:20]([NH:19][C:16]1[CH:15]=[CH:14][C:13]([C@H:10]2[CH2:9][CH2:8][C@H:7]([CH2:6][C:5]([OH:39])=[O:4])[CH2:12][CH2:11]2)=[CH:18][CH:17]=1)=[O:38])=[O:25]. The catalyst class is: 87. (10) The catalyst class is: 8. Reactant: C([O:3][C:4]([C:6]1([CH2:9][N:10]([CH3:12])[CH3:11])[CH2:8][CH2:7]1)=[O:5])C.[OH-].[Na+].Cl. Product: [CH3:11][N:10]([CH2:9][C:6]1([C:4]([OH:5])=[O:3])[CH2:8][CH2:7]1)[CH3:12].